This data is from Forward reaction prediction with 1.9M reactions from USPTO patents (1976-2016). The task is: Predict the product of the given reaction. Given the reactants [NH2:1][CH2:2][CH2:3][CH2:4][NH:5][C:6](=[O:12])[O:7][C:8]([CH3:11])([CH3:10])[CH3:9].Cl[C:14]1[C:15]2[CH2:25][CH2:24][CH2:23][C:22]3[CH:26]=[CH:27][CH:28]=[CH:29][C:21]=3[C:16]=2[N:17]=[C:18]([NH2:20])[N:19]=1, predict the reaction product. The product is: [NH2:20][C:18]1[N:19]=[C:14]([NH:1][CH2:2][CH2:3][CH2:4][NH:5][C:6](=[O:12])[O:7][C:8]([CH3:9])([CH3:11])[CH3:10])[C:15]2[CH2:25][CH2:24][CH2:23][C:22]3[CH:26]=[CH:27][CH:28]=[CH:29][C:21]=3[C:16]=2[N:17]=1.